This data is from Full USPTO retrosynthesis dataset with 1.9M reactions from patents (1976-2016). The task is: Predict the reactants needed to synthesize the given product. (1) Given the product [S:18]1[C:19]2=[N:27][CH:26]=[CH:25][CH:24]=[C:20]2[C:21]([OH:22])=[N:15]1, predict the reactants needed to synthesize it. The reactants are: C1(P([N:15]=[N+]=[N-])(C2C=CC=CC=2)=O)C=CC=CC=1.[SH:18][C:19]1[N:27]=[CH:26][CH:25]=[CH:24][C:20]=1[C:21](O)=[O:22]. (2) Given the product [F:1][C:2]1[C:7]([F:8])=[CH:6][CH:5]=[CH:4][C:3]=1[C:9]12[CH2:10][O:11][CH:12]([CH2:13][O:14][C:15]([C:16]3[CH:21]=[CH:20][CH:19]=[CH:18][CH:17]=3)([C:22]3[CH:23]=[CH:24][CH:25]=[CH:26][CH:27]=3)[C:28]3[CH:29]=[CH:30][CH:31]=[CH:32][CH:33]=3)[CH:34]1[CH2:35][O:37][NH:36]2, predict the reactants needed to synthesize it. The reactants are: [F:1][C:2]1[C:7]([F:8])=[CH:6][CH:5]=[CH:4][C:3]=1[C:9](=[N:36][OH:37])[CH2:10][O:11][CH:12]([CH:34]=[CH2:35])[CH2:13][O:14][C:15]([C:28]1[CH:33]=[CH:32][CH:31]=[CH:30][CH:29]=1)([C:22]1[CH:27]=[CH:26][CH:25]=[CH:24][CH:23]=1)[C:16]1[CH:21]=[CH:20][CH:19]=[CH:18][CH:17]=1.C1(C=CC(O)=CC=1)O. (3) Given the product [F:12][C:13]1[CH:20]=[C:17]([C:18]#[N:19])[C:16]([C:2]2[CH:7]=[CH:6][CH:5]=[C:4]([N+:8]([O-:10])=[O:9])[C:3]=2[CH3:11])=[CH:15][CH:14]=1, predict the reactants needed to synthesize it. The reactants are: Br[C:2]1[CH:7]=[CH:6][CH:5]=[C:4]([N+:8]([O-:10])=[O:9])[C:3]=1[CH3:11].[F:12][C:13]1[CH:14]=[CH:15][C:16](B2OC(C)(C)C(C)(C)O2)=[C:17]([CH:20]=1)[C:18]#[N:19]. (4) Given the product [C:17]([O:21][C:22]([NH:1][CH:2]([CH2:7][C:8]1[CH:13]=[CH:12][CH:11]=[CH:10][CH:9]=1)[CH2:3][C:4]([OH:6])=[O:5])=[O:23])([CH3:20])([CH3:19])[CH3:18], predict the reactants needed to synthesize it. The reactants are: [NH2:1][CH:2]([CH2:7][C:8]1[CH:13]=[CH:12][CH:11]=[CH:10][CH:9]=1)[CH2:3][C:4]([OH:6])=[O:5].O.[OH-].[Na+].[C:17]([O:21][C:22](O[C:22]([O:21][C:17]([CH3:20])([CH3:19])[CH3:18])=[O:23])=[O:23])([CH3:20])([CH3:19])[CH3:18]. (5) The reactants are: [Cl:1][C:2]1[CH:10]=[C:9]([N+:11]([O-:13])=[O:12])[CH:8]=[CH:7][C:3]=1[C:4]([OH:6])=[O:5].S(=O)(=O)(O)O.[CH3:19]O. Given the product [Cl:1][C:2]1[CH:10]=[C:9]([N+:11]([O-:13])=[O:12])[CH:8]=[CH:7][C:3]=1[C:4]([O:6][CH3:19])=[O:5], predict the reactants needed to synthesize it. (6) Given the product [Cl:1][C:2]1[C:3]([CH:10]([C:11]([O:13][CH2:14][CH3:15])=[O:12])[C:9]([O:17][CH2:18][CH3:19])=[O:16])=[N:4][CH:5]=[CH:6][CH:7]=1, predict the reactants needed to synthesize it. The reactants are: [Cl:1][C:2]1[C:3](F)=[N:4][CH:5]=[CH:6][CH:7]=1.[C:9]([O:17][CH2:18][CH3:19])(=[O:16])[CH2:10][C:11]([O:13][CH2:14][CH3:15])=[O:12].C([O-])([O-])=O.[Cs+].[Cs+]. (7) Given the product [C:1]([C:3]1[C:4]([N:17]2[CH2:18][CH2:19][CH:20]([C:23](=[O:24])[NH:38][S:35]([CH2:34][C:28]3[CH:29]=[C:30]([CH3:33])[CH:31]=[CH:32][C:27]=3[F:26])(=[O:37])=[O:36])[CH2:21][CH2:22]2)=[N:5][C:6]([CH:14]([F:16])[F:15])=[C:7]([CH:8]=1)[C:9]([O:11][CH2:12][CH3:13])=[O:10])#[N:2], predict the reactants needed to synthesize it. The reactants are: [C:1]([C:3]1[C:4]([N:17]2[CH2:22][CH2:21][CH:20]([C:23](O)=[O:24])[CH2:19][CH2:18]2)=[N:5][C:6]([CH:14]([F:16])[F:15])=[C:7]([C:9]([O:11][CH2:12][CH3:13])=[O:10])[CH:8]=1)#[N:2].[F:26][C:27]1[CH:32]=[CH:31][C:30]([CH3:33])=[CH:29][C:28]=1[CH2:34][S:35]([NH2:38])(=[O:37])=[O:36]. (8) Given the product [CH:15]([O:14][CH:11]1[CH2:12][CH2:13][N:8]([CH2:7][CH2:6][CH2:5][CH2:4][OH:3])[CH2:9][CH2:10]1)([C:22]1[CH:27]=[CH:26][CH:25]=[CH:24][CH:23]=1)[C:16]1[CH:21]=[CH:20][CH:19]=[CH:18][CH:17]=1, predict the reactants needed to synthesize it. The reactants are: C([O:3][C:4](=O)[CH2:5][CH2:6][CH2:7][N:8]1[CH2:13][CH2:12][CH:11]([O:14][CH:15]([C:22]2[CH:27]=[CH:26][CH:25]=[CH:24][CH:23]=2)[C:16]2[CH:21]=[CH:20][CH:19]=[CH:18][CH:17]=2)[CH2:10][CH2:9]1)C.[H-].[H-].[H-].[H-].[Li+].[Al+3].O. (9) Given the product [ClH:1].[CH2:2]([O:4][C:5]1[CH:12]=[C:11]([O:13][CH2:14][CH3:15])[CH:10]=[CH:9][C:6]=1[C:7](=[NH:8])[O:18][CH2:16][CH3:17])[CH3:3], predict the reactants needed to synthesize it. The reactants are: [ClH:1].[CH2:2]([O:4][C:5]1[CH:12]=[C:11]([O:13][CH2:14][CH3:15])[CH:10]=[CH:9][C:6]=1[C:7]#[N:8])[CH3:3].[CH2:16]([OH:18])[CH3:17]. (10) Given the product [F:64][C:32]1[CH:33]=[CH:34][CH:35]=[CH:36][C:31]=1[CH2:30][NH:37][C:27]([C:26]1[C:20]2[NH:19][C:18]([C:12]3[C:13](=[O:17])[NH:14][CH:15]=[CH:16][C:11]=3[NH:10][CH2:9][CH2:8][C:4]3[CH:5]=[CH:6][CH:7]=[C:2]([Cl:1])[CH:3]=3)=[N:22][C:21]=2[CH:23]=[CH:24][CH:25]=1)=[O:28], predict the reactants needed to synthesize it. The reactants are: [Cl:1][C:2]1[CH:3]=[C:4]([CH2:8][CH2:9][NH:10][C:11]2[CH:16]=[CH:15][NH:14][C:13](=[O:17])[C:12]=2[C:18]2[NH:19][C:20]3[C:26]([C:27](O)=[O:28])=[CH:25][CH:24]=[CH:23][C:21]=3[N:22]=2)[CH:5]=[CH:6][CH:7]=1.[CH2:30]([NH2:37])[C:31]1[CH:36]=[CH:35][CH:34]=[CH:33][CH:32]=1.CCN(C(C)C)C(C)C.CN(C(ON1N=NC2C=CC=NC1=2)=[N+](C)C)C.[F:64][P-](F)(F)(F)(F)F.FC1C=C(C=CC=1)CNC(C1C2NC(C3C(=O)NC=CC=3NC[C@@H](O)C3C=CC=CC=3)=NC=2C=CC=1)=O.